This data is from Experimentally validated miRNA-target interactions with 360,000+ pairs, plus equal number of negative samples. The task is: Binary Classification. Given a miRNA mature sequence and a target amino acid sequence, predict their likelihood of interaction. The miRNA is mmu-miR-362-3p with sequence AACACACCUGUUCAAGGAUUCA. The protein sequence of the target gene is MNLKVLLLLLGLSFLTVFALVYVLLTRQGSFSQSPRCPSIPPRIHPWTHPSQSQLFADLTPEELTAVMSFLTKHLGPGLVDAAQARPSDNCVFSVELQLPAKAAALAHLDRGGPPPVREALAIIFFGGQPKPNVSELVVGPLPHPSYMRDVTVERHGGPLPYYRRPMQKTEFVQIWRHLKEVELPKAPTFLASVLNYNGSTLAPLHSTASGFHAGDRATWIALYHNISGLGVFLHPVGLELLLDHGALDPADWVVQQVFYLGHYYADLAQLEWEFKVGRLEVIRVPLPTPGGASSLRPRV.... Result: 1 (interaction).